This data is from Full USPTO retrosynthesis dataset with 1.9M reactions from patents (1976-2016). The task is: Predict the reactants needed to synthesize the given product. (1) Given the product [C:15]1([CH2:14][CH2:13][N:9]2[C:10]3[C:6](=[CH:5][C:4]([NH2:1])=[CH:12][CH:11]=3)[CH:7]=[CH:8]2)[CH:16]=[CH:17][CH:18]=[CH:19][CH:20]=1, predict the reactants needed to synthesize it. The reactants are: [N+:1]([C:4]1[CH:5]=[C:6]2[C:10](=[CH:11][CH:12]=1)[N:9]([CH2:13][CH2:14][C:15]1[CH:20]=[CH:19][CH:18]=[CH:17][CH:16]=1)[CH:8]=[CH:7]2)([O-])=O. (2) Given the product [Cl:23][C:24]1[CH:32]=[C:31]2[C:27]([C:28]([C:2]3[N:7]=[C:6]4[C:8]([C:19]([O:21][CH3:22])=[O:20])=[CH:9][N:10]([CH2:11][O:12][C:13](=[O:18])[C:14]([CH3:17])([CH3:16])[CH3:15])[C:5]4=[N:4][CH:3]=3)=[N:29][NH:30]2)=[CH:26][CH:25]=1, predict the reactants needed to synthesize it. The reactants are: Br[C:2]1[N:7]=[C:6]2[C:8]([C:19]([O:21][CH3:22])=[O:20])=[CH:9][N:10]([CH2:11][O:12][C:13](=[O:18])[C:14]([CH3:17])([CH3:16])[CH3:15])[C:5]2=[N:4][CH:3]=1.[Cl:23][C:24]1[CH:32]=[C:31]2[C:27]([C:28]([Sn](CCCC)(CCCC)CCCC)=[N:29][NH:30]2)=[CH:26][CH:25]=1.